From a dataset of Reaction yield outcomes from USPTO patents with 853,638 reactions. Predict the reaction yield, written as a fraction of the theoretical maximum amount of product (1.0 means a 100% yield; for example, 0.34 means a 34% yield). (1) The reactants are [NH2:1][C:2]1[N:7]=[C:6]([O:8][CH3:9])[C:5]([C:10](=[O:26])[CH2:11][CH2:12][CH:13]2[CH2:18][CH2:17][N:16](C(OC(C)(C)C)=O)[CH2:15][CH2:14]2)=[CH:4][C:3]=1[Cl:27]. The catalyst is Cl. The product is [ClH:27].[NH2:1][C:2]1[N:7]=[C:6]([O:8][CH3:9])[C:5]([C:10](=[O:26])[CH2:11][CH2:12][CH:13]2[CH2:18][CH2:17][NH:16][CH2:15][CH2:14]2)=[CH:4][C:3]=1[Cl:27]. The yield is 0.870. (2) The reactants are [N:1]1[CH:6]=[CH:5][C:4]([C:7]2[CH:11]=[N:10][NH:9][C:8]=2[C:12]2[CH:29]=[CH:28][C:15]([O:16][CH2:17][C:18]3[CH:27]=[CH:26][C:25]4[C:20](=[CH:21][CH:22]=[CH:23][CH:24]=4)[N:19]=3)=[CH:14][CH:13]=2)=[CH:3][CH:2]=1.[CH3:30]NN.S(=O)(=O)(O)O. The catalyst is C(O)C. The product is [CH3:30][N:9]1[C:8]([C:12]2[CH:13]=[CH:14][C:15]([O:16][CH2:17][C:18]3[CH:27]=[CH:26][C:25]4[C:20](=[CH:21][CH:22]=[CH:23][CH:24]=4)[N:19]=3)=[CH:28][CH:29]=2)=[C:7]([C:4]2[CH:3]=[CH:2][N:1]=[CH:6][CH:5]=2)[CH:11]=[N:10]1. The yield is 0.170. (3) The reactants are Cl.[Cl:2][C:3]1[N:8]=[CH:7][C:6]([CH2:9][N:10]2[CH:15]=[CH:14][CH:13]=[CH:12][C:11]2=[NH:16])=[CH:5][CH:4]=1.[Cl:17][CH2:18][C:19](O)=[O:20].CCN=C=NCCCN(C)C.Cl. The catalyst is ClCCl.CN(C1C=CN=CC=1)C. The product is [Cl:17][CH2:18][C:19]([N:16]=[C:11]1[CH:12]=[CH:13][CH:14]=[CH:15][N:10]1[CH2:9][C:6]1[CH:7]=[N:8][C:3]([Cl:2])=[CH:4][CH:5]=1)=[O:20]. The yield is 0.0500. (4) The reactants are C([O:3][C:4]([C:6]1[N:7]([CH2:17][C:18](OCC)=[O:19])[C:8]2[C:13]([CH:14]=1)=[CH:12][C:11]([O:15][CH3:16])=[CH:10][CH:9]=2)=O)C.[H-].[H-].[H-].[H-].[Li+].[Al+3].O.[OH-].[Na+]. The catalyst is C1COCC1. The product is [OH:3][CH2:4][C:6]1[N:7]([CH2:17][CH2:18][OH:19])[C:8]2[C:13]([CH:14]=1)=[CH:12][C:11]([O:15][CH3:16])=[CH:10][CH:9]=2. The yield is 0.860.